Dataset: Forward reaction prediction with 1.9M reactions from USPTO patents (1976-2016). Task: Predict the product of the given reaction. The product is: [CH:74]1[C:4]([C@H:5]2[O:7][C:8]3[CH:9]=[C:10]([OH:20])[CH:11]=[C:12]([OH:15])[C:13]=3[C:45](=[O:48])[CH2:44]2)=[CH:3][C:2]([OH:6])=[C:1]([OH:88])[CH:75]=1. Given the reactants [CH3:1][C@@H:2]1[O:6][C@@H:5]([O:7][C@H:8]2[C@H:13](O)[C@@H:12]([OH:15])[C@H:11](NC(N)=N)[C@@H:10]([OH:20])[C@@H:9]2NC(N)=N)[C@H:4](O[C@@H]2O[C@@H](CO)[C@H](O)[C@@H](O)[C@@H]2NC)[C@@:3]1(O)C=O.C1[C@H](N)[C@@H:45]([O:48][C@H]2O[C@H](CN)[C@@H](O)[C@H](O)[C@H]2O)[C@H:44](O)[C@@H](O[C@H]2O[C@H](CO)[C@@H](O)[C@H](N)[C@H]2O)[C@@H]1N.[CH3:74][CH:75](C(NCC(O)=O)=S)C(N)=N.CS(C)=[O:88], predict the reaction product.